This data is from Drug-target binding data from BindingDB using IC50 measurements. The task is: Regression. Given a target protein amino acid sequence and a drug SMILES string, predict the binding affinity score between them. We predict pIC50 (pIC50 = -log10(IC50 in M); higher means more potent). Dataset: bindingdb_ic50. (1) The pIC50 is 5.5. The compound is COc1cccc2c1OC(C(=O)C1=C(O)C(=O)N(c3nc(C)c(C)s3)C1c1ccco1)C2. The target protein (Q9NZ45) has sequence MSLTSSSSVRVEWIAAVTIAAGTAAIGYLAYKRFYVKDHRNKAMINLHIQKDNPKIVHAFDMEDLGDKAVYCRCWRSKKFPFCDGAHTKHNEETGDNVGPLIIKKKET. (2) The drug is CNc1nc(Br)cn2ccnc12. The target protein (Q01061) has sequence MELSPRSPPEMLESDCPSPLELKSAPSKKMWIKLRSLLRYMVKQLENGEVNIEELKKNLEYTASLLEAVYIDETRQILDTEDELQELRSDAVPSEVRDWLASTFTQQTRAKGPSEEKPKFRSIVHAVQAGIFVERMFRRTYTSVGPTYSTAVLNCLKNVDLWCFDVFSLNRAADDHALRTIVFELLTRHNLISRFKIPTVFLMTFLDALETGYGKYKNPYHNQIHAADVTQTVHCFLLRTGMVHCLSEIEVLAIIFAAAIHDYEHTGTTNSFHIQTKSECAILYNDRSVLENHHISSVFRMMQDDEMNIFINLTKDEFVELRALVIEMVLATDMSCHFQQVKSMKTALQQLERIDKSKALSLLLHAADISHPTKQWSVHSRWTKALMEEFFRQGDKEAELGLPFSPLCDRTSTLVAQSQIGFIDFIVEPTFSVLTDVAEKSVQPTGDDDSKSKNQPSFQWRQPSLDVEVGDPNPDVVSFRSTWTKYIQENKQKWKERAAS.... The pIC50 is 4.6. (3) The compound is Nc1nc2[nH]cc(CCc3ccc(C(=O)N[C@@H](CCC(=O)O)C(=O)O)cc3)c2c(=O)[nH]1. The target protein sequence is MSLLLNREHTNGQVTNASYAKVIETVLKSGVQADDRTGTGTLSTCYVPSYYMLTGGTVPLISGKAVNLKPLLVELEWYLKGTGNIQFLKDNGVKIWDAWADENGDLGPVYGKQWRRWEDTRIVSHSEYLSKIATFRERGYKVEGYLGISEDRVVLSREIDQLQRIVDTLRTNPTDRRIMLNAWNVGELEDMKLPPCHFVFSLWSRELDFETRLTMATDIGLQHSRLGYESIYTKMLYDLEMDGSVTEAELDELGIPKRILNSCLVQRSVDTFVGMPFNIAGYGILTHFLAKITGHMAGAFVHFGFDVHLYNNHMEGVCELMKRQAPEHSDPVVIFPHEWSELDDFKWDEVLILGYDPLPWIKVPVAV. The pIC50 is 4.1. (4) The small molecule is C#Cc1ccc(Nc2c(C)c(=O)n(C)c3ncn(C[C@@H](O)CO)c(=O)c23)c(F)c1. The target protein sequence is PKKKPTPIQLNPAPDGSAVNGTSSAETNLEAFLTQKQKVGELKDDDFEKISELGAGNGGVVFKVSHKPSGLVMARKLIHLEIKPAIRNQIIRELQVLHECNSPYIVGFYGAFYSDGEISICMEHMDGGSLDQVLKKAGRIPEQILGKVSIAVIKGLTYLREKHKIMHRDVKPSNILVNSRGEIKLCDFGVSGQLIDEMANDFVGTRSYMSPERLQGTHYSVQSDIWSMGLSLVEMAVGRYPIPPPDAKELELMFGCQVEGDAAETPPRPRTPGRPLSSYGMDSRPPMAIFELLDYIVNEPPPKLPSGVFSLEFQDFVNKCLIKNPAERADLKQLMVHAFIKRSDAEEVDFAGWLCSTIGLNQPSTPTHAAGV. The pIC50 is 8.0. (5) The drug is O[C@@H](COc1ccc(F)cc1)CN1CCN(Cc2ccc(Cl)c(Cl)c2)CC1. The target protein (O43497) has sequence MDEEEDGAGAEESGQPRSFMRLNDLSGAGGRPGPGSAEKDPGSADSEAEGLPYPALAPVVFFYLSQDSRPRSWCLRTVCNPWFERISMLVILLNCVTLGMFRPCEDIACDSQRCRILQAFDDFIFAFFAVEMVVKMVALGIFGKKCYLGDTWNRLDFFIVIAGMLEYSLDLQNVSFSAVRTVRVLRPLRAINRVPSMRILVTLLLDTLPMLGNVLLLCFFVFFIFGIVGVQLWAGLLRNRCFLPENFSLPLSVDLERYYQTENEDESPFICSQPRENGMRSCRSVPTLRGDGGGGPPCGLDYEAYNSSSNTTCVNWNQYYTNCSAGEHNPFKGAINFDNIGYAWIAIFQVITLEGWVDIMYFVMDAHSFYNFIYFILLIIVGSFFMINLCLVVIATQFSETKQRESQLMREQRVRFLSNASTLASFSEPGSCYEELLKYLVYILRKAARRLAQVSRAAGVRVGLLSSPAPLGGQETQPSSSCSRSHRRLSVHHLVHHHHH.... The pIC50 is 7.0. (6) The small molecule is Clc1cccc(Nc2cncc(-c3cncc(NCCCn4cccn4)c3)n2)c1. The target is XTSFAESXKPVQQPSAFGS. The pIC50 is 6.2. (7) The drug is Cc1nc2cc(OC[C@H](O)CN3CCN(Cc4noc(-c5ccc(C(F)(F)F)cc5)n4)CC3)ccc2s1. The target protein (P07872) has sequence MNPDLRKERASATFNPELITHILDGSPENTRRRREIENLILNDPDFQHEDYNFLTRSQRYEVAVKKSATMVKKMREYGISDPEEIMWFKKLYLANFVEPVGLNYSMFIPTLLNQGTTAQQEKWMRPSQELQIIGTYAQTEMGHGTHLRGLETTATYDPKTQEFILNSPTVTSIKWWPGGLGKTSNHAIVLAQLITQGECYGLHAFVVPIREIGTHKPLPGITVGDIGPKFGYEEMDNGYLKMDNYRIPRENMLMKYAQVKPDGTYVKPLSNKLTYGTMVFVRSFLVGNAAQSLSKACTIAIRYSAVRRQSEIKQSEPEPQILDFQTQQYKLFPLLATAYAFHFVGRYMKETYLRINESIGQGDLSELPELHALTAGLKAFTTWTANAGIEECRMACGGHGYSHSSGIPNIYVTFTPACTFEGENTVMMLQTARFLMKIYDQVRSGKLVGGMVSYLNDLPSQRIQPQQVAVWPTMVDINSLEGLTEAYKLRAARLVEIAAK.... The pIC50 is 6.4. (8) The compound is Nc1nc(N2CCCCC2)c2nc(-c3ccccc3)cnc2n1. The target protein (Q28969) has sequence MGNLKSVGQEPGPPCGLGLGLGLGLCGKQGPATPAPEPSRAPAPATPHAPEHSPAPNSPTLTRPPEGPKFPRVKNWEVGSITYDTLCAQSQQDGPCTPRRCLGSLVLPRKLQSRPSPGPPPAEQLLSQARDFINQYYSSIKRSGSQAHEERLQEVEAEVATTGTYHLGESELVFGAKQAWRNAPRCVGRIQWGKLQVFDARDCSSAQEMFTYICNHIKYATNRGNLRSAITVFPQRTPGRGDFRIWNSQLVRYAGYRQQDGSVRGDPANVEITELCIQHGWTPGNGRFDVLPLLLQAPDEPPELFALPPELVLEVPLEHPTLEWFAALGLRWYALPAVSNMLLEIGGLEFPAAPFSGWYMSTEIGTRNLCDPHRYNILEDVAVCMDLDTRTTSSLWKDKAAVEINLAVLHSYQLAKVTIVDHHAATASFMKHLENEQKARGGCPADWAWIVPPISGSLTPVFHQEMVNYVLSPAFRYQPDPWKGSAAKGTGIARKKTFKE.... The pIC50 is 4.2. (9) The compound is CC(C)(C)C1=NN(c2ccc(C(=O)O)cc2)C(c2ccc(Cl)cc2Cl)C1. The target protein sequence is MSPKCSADAENSFKESMEKSSYSDWLINNSIAELVASTGLPVNISDAYQDPRFDAEADQISGFHIRSVLCVPIWNSNHQIIGVAQVLNRLDGKPFDDADQRLFEAFVIFCGLGINNTIMYDQVKKSWAKQSVALDVLSYHATCSKAEVDKFKAANIPLVSELAIDDIHFDDFSLDVDAMITAALRMFMELGMVQKFKIDYETLCRWLLTVRKNYRMVLYHNWRHAFNVCQLMFAMLTTAGFQDILTEVEILAVIVGCLCHDLDHRGTNNAFQAKSGSALAQLYGTSATLEHHHFNHAVMILQSEGHNIFANLSSKEYSDLMQLLKQSILATDLTLYFERRTEFFELVSKGEYDWNIKNHRDIFRSMLMTACDLGAVTKPWEISRQVAELVTSEFFEQGDRERLELKLTPSAIFDRNRKDELPRLQLEWIDSICMPLYQALVKVNVKLKPMLDSVATNRSKWEELHQKRLLASTASSSPASVMVAKEDRN. The pIC50 is 4.3.